Dataset: NCI-60 drug combinations with 297,098 pairs across 59 cell lines. Task: Regression. Given two drug SMILES strings and cell line genomic features, predict the synergy score measuring deviation from expected non-interaction effect. (1) Synergy scores: CSS=10.0, Synergy_ZIP=-2.00, Synergy_Bliss=0.489, Synergy_Loewe=-4.34, Synergy_HSA=-4.01. Drug 2: CN(CCCl)CCCl.Cl. Cell line: MDA-MB-231. Drug 1: CC(C)(C#N)C1=CC(=CC(=C1)CN2C=NC=N2)C(C)(C)C#N. (2) Drug 1: C1=CC(=CC=C1CCC2=CNC3=C2C(=O)NC(=N3)N)C(=O)NC(CCC(=O)O)C(=O)O. Drug 2: CC12CCC3C(C1CCC2O)C(CC4=C3C=CC(=C4)O)CCCCCCCCCS(=O)CCCC(C(F)(F)F)(F)F. Cell line: K-562. Synergy scores: CSS=33.1, Synergy_ZIP=0.0487, Synergy_Bliss=-1.30, Synergy_Loewe=-6.66, Synergy_HSA=-0.229.